From a dataset of Forward reaction prediction with 1.9M reactions from USPTO patents (1976-2016). Predict the product of the given reaction. (1) Given the reactants [Br:1][C:2]1[C:3]([O:9][C:10]2[C:15]([F:16])=[CH:14][CH:13]=[CH:12][C:11]=2[F:17])=[CH:4][C:5]([NH2:8])=[N:6][CH:7]=1.[Cl:18]N1C(=O)CCC1=O, predict the reaction product. The product is: [Br:1][C:2]1[C:3]([O:9][C:10]2[C:15]([F:16])=[CH:14][CH:13]=[CH:12][C:11]=2[F:17])=[C:4]([Cl:18])[C:5]([NH2:8])=[N:6][CH:7]=1. (2) Given the reactants Cl.Cl.[O:3]1[C:7]2[CH:8]=[CH:9][CH:10]=[C:11]([CH:12]3[CH2:17][CH2:16][N:15]([CH2:18][CH2:19][C@H:20]4[CH2:25][CH2:24][C@H:23]([NH2:26])[CH2:22][CH2:21]4)[CH2:14][CH2:13]3)[C:6]=2[CH2:5][CH2:4]1.[OH:27][CH2:28][CH2:29][C:30](O)=[O:31], predict the reaction product. The product is: [O:3]1[C:7]2[CH:8]=[CH:9][CH:10]=[C:11]([CH:12]3[CH2:17][CH2:16][N:15]([CH2:18][CH2:19][C@H:20]4[CH2:21][CH2:22][C@H:23]([NH:26][C:28](=[O:27])[CH2:29][CH2:30][OH:31])[CH2:24][CH2:25]4)[CH2:14][CH2:13]3)[C:6]=2[CH2:5][CH2:4]1. (3) Given the reactants C(O[C:6](=O)[NH:7][C:8]1[CH:9]=[N:10][CH:11]=[CH:12][C:13]=1[CH3:14])(C)(C)C.C([Li])(C)(C)C.[C:22]([O:24][CH2:25][CH3:26])(=[O:23])[C:22]([O:24][CH2:25][CH3:26])=[O:23].Cl, predict the reaction product. The product is: [CH2:25]([O:24][C:22]([C:6]1[NH:7][C:8]2=[CH:9][N:10]=[CH:11][CH:12]=[C:13]2[CH:14]=1)=[O:23])[CH3:26]. (4) Given the reactants [NH2:1][CH:2]([C:32]1[CH:37]=[CH:36][CH:35]=[CH:34][CH:33]=1)[C:3]1[CH:8]=[CH:7][C:6]([C:9]2[C:17]3[C:12](=[N:13][CH:14]=[N:15][C:16]=3[NH2:18])[N:11]([C@H:19]3[CH2:24][CH2:23][C@@H:22]([N:25]4[CH2:30][CH2:29][N:28]([CH3:31])[CH2:27][CH2:26]4)[CH2:21][CH2:20]3)[N:10]=2)=[CH:5][CH:4]=1.[C:38]1([CH2:44][CH:45]=O)[CH:43]=[CH:42][CH:41]=[CH:40][CH:39]=1.C(O)(=O)C.C(O[BH-](OC(=O)C)OC(=O)C)(=O)C.[Na+], predict the reaction product. The product is: [CH3:31][N:28]1[CH2:27][CH2:26][N:25]([CH:22]2[CH2:23][CH2:24][CH:19]([N:11]3[C:12]4=[N:13][CH:14]=[N:15][C:16]([NH2:18])=[C:17]4[C:9]([C:6]4[CH:5]=[CH:4][C:3]([CH:2]([NH:1][CH2:45][CH2:44][C:38]5[CH:43]=[CH:42][CH:41]=[CH:40][CH:39]=5)[C:32]5[CH:33]=[CH:34][CH:35]=[CH:36][CH:37]=5)=[CH:8][CH:7]=4)=[N:10]3)[CH2:20][CH2:21]2)[CH2:30][CH2:29]1. (5) The product is: [NH2:1][C:2]1[CH2:3][C:4]([C:14]([N:16]([CH2:20][CH2:21][CH3:22])[CH2:17][CH2:18][CH3:19])=[O:15])=[CH:5][C:6]2[CH:12]=[CH:11][C:10]([C:27]3[CH:28]=[N:23][CH:24]=[N:25][CH:26]=3)=[CH:9][C:7]=2[N:8]=1. Given the reactants [NH2:1][C:2]1[CH2:3][C:4]([C:14]([N:16]([CH2:20][CH2:21][CH3:22])[CH2:17][CH2:18][CH3:19])=[O:15])=[CH:5][C:6]2[CH:12]=[CH:11][C:10](Br)=[CH:9][C:7]=2[N:8]=1.[N:23]1[CH:28]=[C:27](B(O)O)[CH:26]=[N:25][CH:24]=1.C1(P(C2CCCCC2)C2C=CC=CC=2C2C(OC)=CC=C(S([O-])(=O)=O)C=2OC)CCCCC1.[Na+], predict the reaction product. (6) Given the reactants [CH3:1][O:2][C:3]1[CH:8]=[CH:7][C:6]([C:9]2[CH:14]=[CH:13][C:12]([S:15]([N:18](C)[CH2:19]C#C)(=[O:17])=[O:16])=[CH:11][CH:10]=2)=[CH:5][CH:4]=1.C[Si](N=[N+]=[N-])(C)C, predict the reaction product. The product is: [CH3:1][O:2][C:3]1[CH:4]=[CH:5][C:6]([C:9]2[CH:14]=[CH:13][C:12]([S:15]([NH:18][CH3:19])(=[O:17])=[O:16])=[CH:11][CH:10]=2)=[CH:7][CH:8]=1.